This data is from Forward reaction prediction with 1.9M reactions from USPTO patents (1976-2016). The task is: Predict the product of the given reaction. (1) Given the reactants CC(OC([N:8]1[CH2:13][CH2:12][CH:11]([CH2:14][C:15]2[CH:16]=[C:17]([C:21]([NH:23][CH2:24][C:25]3[CH:26]=[CH:27][C:28]([F:52])=[C:29]([C:31]4[CH:36]=[CH:35][CH:34]=[C:33]([CH2:37][N:38]5[CH2:43][CH2:42][N:41](C(OC(C)(C)C)=O)[C@@H:40]([CH3:51])[CH2:39]5)[CH:32]=4)[CH:30]=3)=[O:22])[CH:18]=[CH:19][CH:20]=2)[CH2:10][CH2:9]1)=O)(C)C.[H-].[Na+].Br[CH2:56][CH:57]1[CH2:62][CH2:61][CH2:60][CH2:59][CH2:58]1, predict the reaction product. The product is: [CH:57]1([CH2:56][N:23]([CH2:24][C:25]2[CH:30]=[C:29]([C:31]3[CH:36]=[CH:35][CH:34]=[C:33]([CH2:37][N:38]4[CH2:43][CH2:42][NH:41][C@@H:40]([CH3:51])[CH2:39]4)[CH:32]=3)[C:28]([F:52])=[CH:27][CH:26]=2)[C:21](=[O:22])[C:17]2[CH:18]=[CH:19][CH:20]=[C:15]([CH2:14][CH:11]3[CH2:10][CH2:9][NH:8][CH2:13][CH2:12]3)[CH:16]=2)[CH2:62][CH2:61][CH2:60][CH2:59][CH2:58]1. (2) Given the reactants [OH:1][C:2]1[CH:3]=[C:4]2[C:9](=[CH:10][CH:11]=1)[O:8][CH:7]([C:12]1[CH:17]=[CH:16][C:15](F)=[CH:14][CH:13]=1)[CH2:6][C:5]2=[O:19].[OH:20]C1C=C(C=CC=1)C=O, predict the reaction product. The product is: [OH:1][C:2]1[CH:3]=[C:4]2[C:9](=[CH:10][CH:11]=1)[O:8][CH:7]([C:12]1[CH:17]=[CH:16][CH:15]=[C:14]([OH:20])[CH:13]=1)[CH2:6][C:5]2=[O:19]. (3) The product is: [OH:12][C:7]1[CH:8]=[C:9]2[C:4](=[CH:5][CH:6]=1)[N:3]=[C:2]([C:18]1[CH:19]=[CH:20][C:15]([C:13]#[N:14])=[CH:16][CH:17]=1)[CH:11]=[CH:10]2. Given the reactants Cl[C:2]1[CH:11]=[CH:10][C:9]2[C:4](=[CH:5][CH:6]=[C:7]([OH:12])[CH:8]=2)[N:3]=1.[C:13]([C:15]1[CH:20]=[CH:19][C:18](B(O)O)=[CH:17][CH:16]=1)#[N:14].O1CCOCC1.O, predict the reaction product. (4) Given the reactants [Cl:1][C:2]1[CH:7]=[CH:6][C:5]([C@H:8]([NH2:10])[CH3:9])=[CH:4][CH:3]=1.[C:11]([O:15][CH2:16][CH3:17])(=[O:14])CO.C[O-].[Na+].C1N=CN(C(N2C=NC=C2)=[O:27])C=1, predict the reaction product. The product is: [Cl:1][C:2]1[CH:7]=[CH:6][C:5]([C@H:8]([N:10]2[C:17](=[O:27])[CH2:16][O:15][C:11]2=[O:14])[CH3:9])=[CH:4][CH:3]=1. (5) Given the reactants [C:1]([C:4]1[CH:31]=[CH:30][C:7]([C:8]([NH:10][C:11]2[C:16]([CH3:17])=[CH:15][C:14]([C:18]([F:27])([C:23]([F:26])([F:25])[F:24])[C:19]([F:22])([F:21])[F:20])=[CH:13][C:12]=2[CH2:28][CH3:29])=[O:9])=[CH:6][CH:5]=1)(=O)[CH3:2].C([O-])(=O)C.[Na+].Cl.[NH2:38][OH:39], predict the reaction product. The product is: [CH2:28]([C:12]1[CH:13]=[C:14]([C:18]([F:27])([C:19]([F:22])([F:20])[F:21])[C:23]([F:25])([F:24])[F:26])[CH:15]=[C:16]([CH3:17])[C:11]=1[NH:10][C:8](=[O:9])[C:7]1[CH:6]=[CH:5][C:4]([C:1](=[N:38][OH:39])[CH3:2])=[CH:31][CH:30]=1)[CH3:29]. (6) Given the reactants [Br:1][C:2]1[CH:7]=[CH:6][CH:5]=[CH:4][C:3]=1[C:8]1[N:9]=[C:10]([CH2:13][O:14][C:15]2[CH:26]=[CH:25][C:18]([O:19][CH2:20][C:21]([O:23]C)=[O:22])=[C:17]([CH3:27])[CH:16]=2)[S:11][CH:12]=1.[Li+].[OH-].Cl.CCOC(C)=O, predict the reaction product. The product is: [Br:1][C:2]1[CH:7]=[CH:6][CH:5]=[CH:4][C:3]=1[C:8]1[N:9]=[C:10]([CH2:13][O:14][C:15]2[CH:26]=[CH:25][C:18]([O:19][CH2:20][C:21]([OH:23])=[O:22])=[C:17]([CH3:27])[CH:16]=2)[S:11][CH:12]=1. (7) Given the reactants Cl[C:2]1[N:11]=[C:10]([NH:12][CH2:13][C:14]2[CH:19]=[CH:18][C:17]([NH:20][C:21](=[O:29])[C:22]3[CH:27]=[CH:26][C:25]([F:28])=[CH:24][CH:23]=3)=[CH:16][CH:15]=2)[C:9]2[C:4](=[CH:5][CH:6]=[CH:7][CH:8]=2)[N:3]=1.[CH2:30]([NH2:32])[CH3:31], predict the reaction product. The product is: [CH2:30]([NH:32][C:2]1[N:11]=[C:10]([NH:12][CH2:13][C:14]2[CH:19]=[CH:18][C:17]([NH:20][C:21](=[O:29])[C:22]3[CH:27]=[CH:26][C:25]([F:28])=[CH:24][CH:23]=3)=[CH:16][CH:15]=2)[C:9]2[C:4](=[CH:5][CH:6]=[CH:7][CH:8]=2)[N:3]=1)[CH3:31].